From a dataset of CYP2D6 inhibition data for predicting drug metabolism from PubChem BioAssay. Regression/Classification. Given a drug SMILES string, predict its absorption, distribution, metabolism, or excretion properties. Task type varies by dataset: regression for continuous measurements (e.g., permeability, clearance, half-life) or binary classification for categorical outcomes (e.g., BBB penetration, CYP inhibition). Dataset: cyp2d6_veith. (1) The compound is Cc1cccn2c(=O)c(/C=N/O)c(N3CCCC3)nc12. The result is 0 (non-inhibitor). (2) The compound is Cc1ccc(-c2cc(N)n(-c3ccc(C)cc3)n2)cc1. The result is 0 (non-inhibitor). (3) The compound is CS(=O)(=O)Nc1cccc(-c2ccc3ncnc(NCCN4CCOCC4)c3c2)c1. The result is 0 (non-inhibitor). (4) The drug is c1ccc2sc(NC3=NCN(C4CCCCCC4)CN3)nc2c1. The result is 1 (inhibitor).